From a dataset of Forward reaction prediction with 1.9M reactions from USPTO patents (1976-2016). Predict the product of the given reaction. (1) Given the reactants [F:1][C:2]([F:14])([F:13])[C:3]1[C:4]2[O:11][CH2:10][CH:9]3[CH2:12][CH:8]3[C:5]=2[NH:6][N:7]=1.[C:15]([O:18][CH2:19][CH2:20]Br)(=[O:17])[CH3:16].C(=O)([O-])[O-].[Cs+].[Cs+], predict the reaction product. The product is: [F:14][C:2]([F:1])([F:13])[C:3]1[C:4]2[O:11][CH2:10][CH:9]3[CH2:12][CH:8]3[C:5]=2[N:6]([CH2:16][C:15]([O:18][CH2:19][CH3:20])=[O:17])[N:7]=1. (2) Given the reactants Br[CH2:2][C:3]1[CH:4]=[CH:5][CH:6]=[C:7]2[C:12]=1[N:11]=[CH:10][CH:9]=[CH:8]2.[F:13][C:14]([F:37])([C:18]1[CH:26]=[C:25]2[C:21]([C:22]([CH3:36])=[N:23][N:24]2CC2C(C)=CC=CC=2C)=[CH:20][CH:19]=1)[C:15]([OH:17])=[O:16], predict the reaction product. The product is: [F:37][C:14]([F:13])([C:18]1[CH:26]=[C:25]2[C:21]([C:22]([CH3:36])=[N:23][N:24]2[CH2:2][C:3]2[CH:4]=[CH:5][CH:6]=[C:7]3[C:12]=2[N:11]=[CH:10][CH:9]=[CH:8]3)=[CH:20][CH:19]=1)[C:15]([OH:17])=[O:16]. (3) Given the reactants [Br:1][C:2]1C=[C:4]([CH2:8][N:9]2[CH2:14][CH2:13][N:12]([C:15]([O:17][C:18]([CH3:21])([CH3:20])[CH3:19])=[O:16])[C@@H:11]([CH3:22])[CH2:10]2)[CH:5]=[CH:6][CH:7]=1.C[C@H]1CNCC[N:25]1C(OC(C)(C)C)=O.BrC1SC(C=O)=CC=1, predict the reaction product. The product is: [Br:1][C:2]1[N:25]=[C:4]([CH2:8][N:9]2[CH2:14][CH2:13][N:12]([C:15]([O:17][C:18]([CH3:21])([CH3:20])[CH3:19])=[O:16])[C@@H:11]([CH3:22])[CH2:10]2)[CH:5]=[CH:6][CH:7]=1. (4) Given the reactants ClC1C(C(OCC)=O)=[N:4]N2C=1CCOC1C=CC(I)=CC2=1.C([C@]1(O)CCN(C)C1=O)#C.[Cl:32][C:33]1[C:34]([C:57]([O:59]CC)=O)=[N:35][N:36]2[C:42]=1[CH2:41][CH2:40][O:39][C:38]1[CH:43]=[CH:44][C:45]([C:47]#[C:48][C@:49]3([OH:56])[CH2:53][CH2:52][N:51]([CH3:54])[C:50]3=[O:55])=[CH:46][C:37]2=1, predict the reaction product. The product is: [Cl:32][C:33]1[C:34]([C:57]([NH2:4])=[O:59])=[N:35][N:36]2[C:42]=1[CH2:41][CH2:40][O:39][C:38]1[CH:43]=[CH:44][C:45]([C:47]#[C:48][C@:49]3([OH:56])[CH2:53][CH2:52][N:51]([CH3:54])[C:50]3=[O:55])=[CH:46][C:37]2=1. (5) Given the reactants [F:1][C:2]1[CH:7]=[CH:6][C:5]([N:8]2[C:16]3[C:11](=[CH:12][C:13]([CH:17]([C:23]4[CH:28]=[CH:27][CH:26]=[CH:25][CH:24]=4)[CH2:18][C:19]([O:21]C)=[O:20])=[CH:14][CH:15]=3)[CH:10]=[N:9]2)=[CH:4][CH:3]=1.[OH-].[Na+].Cl, predict the reaction product. The product is: [F:1][C:2]1[CH:3]=[CH:4][C:5]([N:8]2[C:16]3[C:11](=[CH:12][C:13]([CH:17]([C:23]4[CH:24]=[CH:25][CH:26]=[CH:27][CH:28]=4)[CH2:18][C:19]([OH:21])=[O:20])=[CH:14][CH:15]=3)[CH:10]=[N:9]2)=[CH:6][CH:7]=1. (6) Given the reactants [CH3:1][O:2][C:3]1[CH:4]=[C:5]([C:11]2[C@H:20]3[C@H:15]([CH2:16][CH2:17][CH2:18][CH2:19]3)[C:14](=[O:21])[N:13]([CH:22]3[CH2:27][CH2:26][N:25]([C:28](=[O:45])[C@H:29]([NH:37]C(=O)OC(C)(C)C)[CH2:30][C:31]4[CH:36]=[CH:35][CH:34]=[CH:33][CH:32]=4)[CH2:24][CH2:23]3)[N:12]=2)[CH:6]=[CH:7][C:8]=1[O:9][CH3:10].Cl, predict the reaction product. The product is: [NH2:37][C@H:29]([CH2:30][C:31]1[CH:32]=[CH:33][CH:34]=[CH:35][CH:36]=1)[C:28]([N:25]1[CH2:24][CH2:23][CH:22]([N:13]2[N:12]=[C:11]([C:5]3[CH:6]=[CH:7][C:8]([O:9][CH3:10])=[C:3]([O:2][CH3:1])[CH:4]=3)[C@H:20]3[C@H:15]([CH2:16][CH2:17][CH2:18][CH2:19]3)[C:14]2=[O:21])[CH2:27][CH2:26]1)=[O:45]. (7) Given the reactants C[O:2][C:3](=[O:35])[CH2:4][CH2:5][CH2:6][CH2:7][CH2:8][CH2:9][CH2:10][NH:11][C:12]([C:14]1[C:18]([CH3:19])=[C:17]([CH:20]=[N:21][N:22]=[C:23]2[C:31]3[C:26](=[CH:27][CH:28]=[C:29]([F:32])[CH:30]=3)[NH:25][C:24]2=[O:33])[NH:16][C:15]=1[CH3:34])=[O:13].CO.[Li+].[OH-].Cl, predict the reaction product. The product is: [F:32][C:29]1[CH:30]=[C:31]2[C:26](=[CH:27][CH:28]=1)[NH:25][C:24](=[O:33])[C:23]2=[N:22][N:21]=[CH:20][C:17]1[NH:16][C:15]([CH3:34])=[C:14]([C:12]([NH:11][CH2:10][CH2:9][CH2:8][CH2:7][CH2:6][CH2:5][CH2:4][C:3]([OH:35])=[O:2])=[O:13])[C:18]=1[CH3:19].